This data is from Full USPTO retrosynthesis dataset with 1.9M reactions from patents (1976-2016). The task is: Predict the reactants needed to synthesize the given product. (1) Given the product [Cl:1][C:2]1[C:3]([O:30][C:27]2[CH:28]=[CH:29][C:24]([Cl:23])=[C:25]([C:31]([F:34])([F:32])[F:33])[CH:26]=2)=[CH:4][C:5]([F:15])=[C:6]([CH:14]=1)[C:7]([O:9][C:10]([CH3:13])([CH3:12])[CH3:11])=[O:8], predict the reactants needed to synthesize it. The reactants are: [Cl:1][C:2]1[C:3](F)=[CH:4][C:5]([F:15])=[C:6]([CH:14]=1)[C:7]([O:9][C:10]([CH3:13])([CH3:12])[CH3:11])=[O:8].C([O-])([O-])=O.[K+].[K+].[Cl:23][C:24]1[CH:29]=[CH:28][C:27]([OH:30])=[CH:26][C:25]=1[C:31]([F:34])([F:33])[F:32].O. (2) Given the product [CH3:23][O:24][C:25]([C:27]1[CH:36]=[C:35]([O:37][CH2:1][C:2]2[CH:7]=[CH:6][CH:5]=[CH:4][CH:3]=2)[C:34]2[C:29](=[C:30]([C:39]#[N:40])[CH:31]=[C:32]([Br:38])[CH:33]=2)[N:28]=1)=[O:26], predict the reactants needed to synthesize it. The reactants are: [CH2:1](OC1C(Br)=CC=C2C=1N=C(C(O)=O)C=C2)[C:2]1[CH:7]=[CH:6][CH:5]=[CH:4][CH:3]=1.[CH3:23][O:24][C:25]([C:27]1[CH:36]=[C:35]([OH:37])[C:34]2[C:29](=[C:30]([C:39]#[N:40])[CH:31]=[C:32]([Br:38])[CH:33]=2)[N:28]=1)=[O:26]. (3) The reactants are: N[C:2]1[CH:7]=[CH:6][C:5]([N:8]([C:13]2[C:32]([CH:33]3[CH2:35][CH2:34]3)=[CH:31][C:16]3[C:17]([C:27]([NH:29][CH3:30])=[O:28])=[C:18]([C:20]4[CH:25]=[CH:24][C:23]([Cl:26])=[CH:22][CH:21]=4)[O:19][C:15]=3[CH:14]=2)[S:9]([CH3:12])(=[O:11])=[O:10])=[CH:4][C:3]=1[Cl:36].[BrH:37].N([O-])=O.[Na+]. Given the product [Br:37][C:2]1[CH:7]=[CH:6][C:5]([N:8]([C:13]2[C:32]([CH:33]3[CH2:35][CH2:34]3)=[CH:31][C:16]3[C:17]([C:27]([NH:29][CH3:30])=[O:28])=[C:18]([C:20]4[CH:25]=[CH:24][C:23]([Cl:26])=[CH:22][CH:21]=4)[O:19][C:15]=3[CH:14]=2)[S:9]([CH3:12])(=[O:11])=[O:10])=[CH:4][C:3]=1[Cl:36], predict the reactants needed to synthesize it. (4) Given the product [Br:1][C:2]1[CH:3]=[CH:4][C:5]([CH:8]([Cl:27])[C:10]2[CH:15]=[C:14]([Cl:16])[CH:13]=[C:12]([Cl:17])[CH:11]=2)=[N:6][CH:7]=1, predict the reactants needed to synthesize it. The reactants are: [Br:1][C:2]1[CH:3]=[CH:4][C:5]([CH:8]([C:10]2[CH:15]=[C:14]([Cl:16])[CH:13]=[C:12]([Cl:17])[CH:11]=2)O)=[N:6][CH:7]=1.C(N(CC)CC)C.S(Cl)([Cl:27])=O.